Dataset: NCI-60 drug combinations with 297,098 pairs across 59 cell lines. Task: Regression. Given two drug SMILES strings and cell line genomic features, predict the synergy score measuring deviation from expected non-interaction effect. (1) Drug 1: C1=CC(=C(C=C1I)F)NC2=C(C=CC(=C2F)F)C(=O)NOCC(CO)O. Drug 2: CC1(CCCN1)C2=NC3=C(C=CC=C3N2)C(=O)N. Cell line: NCI-H460. Synergy scores: CSS=8.69, Synergy_ZIP=-3.94, Synergy_Bliss=-3.20, Synergy_Loewe=-10.5, Synergy_HSA=-1.10. (2) Cell line: HCT-15. Drug 2: COCCOC1=C(C=C2C(=C1)C(=NC=N2)NC3=CC=CC(=C3)C#C)OCCOC.Cl. Drug 1: CC1=CC=C(C=C1)C2=CC(=NN2C3=CC=C(C=C3)S(=O)(=O)N)C(F)(F)F. Synergy scores: CSS=5.69, Synergy_ZIP=-0.962, Synergy_Bliss=0.445, Synergy_Loewe=0.152, Synergy_HSA=0.600. (3) Drug 1: C1=CC(=CC=C1CC(C(=O)O)N)N(CCCl)CCCl.Cl. Drug 2: CN(CC1=CN=C2C(=N1)C(=NC(=N2)N)N)C3=CC=C(C=C3)C(=O)NC(CCC(=O)O)C(=O)O. Cell line: ACHN. Synergy scores: CSS=45.9, Synergy_ZIP=-5.74, Synergy_Bliss=-0.946, Synergy_Loewe=-8.86, Synergy_HSA=1.45. (4) Drug 1: CC1CCC2CC(C(=CC=CC=CC(CC(C(=O)C(C(C(=CC(C(=O)CC(OC(=O)C3CCCCN3C(=O)C(=O)C1(O2)O)C(C)CC4CCC(C(C4)OC)O)C)C)O)OC)C)C)C)OC. Drug 2: C(CN)CNCCSP(=O)(O)O. Cell line: SK-OV-3. Synergy scores: CSS=13.4, Synergy_ZIP=-2.61, Synergy_Bliss=2.84, Synergy_Loewe=-12.1, Synergy_HSA=1.56.